From a dataset of Reaction yield outcomes from USPTO patents with 853,638 reactions. Predict the reaction yield, written as a fraction of the theoretical maximum amount of product (1.0 means a 100% yield; for example, 0.34 means a 34% yield). (1) The reactants are Cl.[CH3:2][C:3]1[CH:4]=[C:5]([NH:10][NH2:11])[CH:6]=[CH:7][C:8]=1[CH3:9].C(=O)([O-])[O-].[K+].[K+].C([O:20][C:21](=O)[C:22](=COCC)[C:23](OCC)=O)C.Cl. The catalyst is C(O)C. The product is [CH3:2][C:3]1[CH:4]=[C:5]([N:10]2[CH:23]=[CH:22][C:21](=[O:20])[NH:11]2)[CH:6]=[CH:7][C:8]=1[CH3:9]. The yield is 0.870. (2) The reactants are [Cl-].O[NH3+:3].[C:4](=[O:7])([O-])[OH:5].[Na+].CS(C)=O.[Si]([O:20][CH2:21][C:22]([CH3:58])([CH3:57])[O:23][C:24]1[CH:29]=[CH:28][C:27]([C:30]2[C:35](=[O:36])[N:34]([CH2:37][C:38]3[CH:43]=[CH:42][C:41]([C:44]4[C:45]([C:50]#[N:51])=[CH:46][CH:47]=[CH:48][CH:49]=4)=[CH:40][C:39]=3[F:52])[C:33]([CH2:53][CH2:54][CH3:55])=[N:32][C:31]=2[CH3:56])=[CH:26][CH:25]=1)(C(C)(C)C)(C)C. The catalyst is C(OCC)(=O)C. The product is [F:52][C:39]1[CH:40]=[C:41]([C:44]2[CH:49]=[CH:48][CH:47]=[CH:46][C:45]=2[C:50]2[NH:3][C:4](=[O:7])[O:5][N:51]=2)[CH:42]=[CH:43][C:38]=1[CH2:37][N:34]1[C:35](=[O:36])[C:30]([C:27]2[CH:28]=[CH:29][C:24]([O:23][C:22]([CH3:58])([CH3:57])[CH2:21][OH:20])=[CH:25][CH:26]=2)=[C:31]([CH3:56])[N:32]=[C:33]1[CH2:53][CH2:54][CH3:55]. The yield is 0.680. (3) The reactants are [N+:1]([C:4]1[CH:5]=[C:6]([CH:16]=[CH:17][CH:18]=1)[CH2:7]P(=O)(OCC)OCC)([O-:3])=[O:2].O=[C:20]1[CH2:25][CH2:24][N:23]([C:26]([O:28][C:29]([CH3:32])([CH3:31])[CH3:30])=[O:27])[CH2:22][CH2:21]1.[H-].[Na+]. The catalyst is O1CCCC1. The product is [N+:1]([C:4]1[CH:5]=[C:6]([CH:16]=[CH:17][CH:18]=1)[CH:7]=[C:20]1[CH2:25][CH2:24][N:23]([C:26]([O:28][C:29]([CH3:32])([CH3:31])[CH3:30])=[O:27])[CH2:22][CH2:21]1)([O-:3])=[O:2]. The yield is 1.00. (4) The reactants are [F:1][C:2]([F:7])([F:6])[C:3]([OH:5])=[O:4].[CH:8]1([CH:13]([N:18]2[CH:22]=[C:21]([C:23]3[C:24]4[CH:31]=[CH:30][NH:29][C:25]=4[N:26]=[CH:27][N:28]=3)[CH:20]=[N:19]2)[CH2:14][CH:15]2C[CH2:16]2)[CH2:12][CH2:11][CH2:10][CH2:9]1.[H][H]. The catalyst is CO.[Pd]. The product is [F:1][C:2]([F:7])([F:6])[C:3]([OH:5])=[O:4].[CH:8]1([CH:13]([N:18]2[CH:22]=[C:21]([C:23]3[C:24]4[CH:31]=[CH:30][NH:29][C:25]=4[N:26]=[CH:27][N:28]=3)[CH:20]=[N:19]2)[CH2:14][CH2:15][CH3:16])[CH2:12][CH2:11][CH2:10][CH2:9]1. The yield is 0.690.